The task is: Predict the reaction yield, written as a fraction of the theoretical maximum amount of product (1.0 means a 100% yield; for example, 0.34 means a 34% yield).. This data is from Reaction yield outcomes from USPTO patents with 853,638 reactions. (1) The reactants are [Cl:1][C:2]1[CH:10]=[CH:9][CH:8]=[C:7]2[C:3]=1[C:4]([C:15]([OH:17])=O)=[CH:5][N:6]2[CH:11]1[CH2:14][O:13][CH2:12]1.CN(C(ON1N=NC2C=CC=NC1=2)=[N+](C)C)C.F[P-](F)(F)(F)(F)F.Cl.[NH2:43][CH2:44][C:45]1([OH:53])[CH2:50][CH2:49][C:48]([F:52])([F:51])[CH2:47][CH2:46]1.CCN(C(C)C)C(C)C. The catalyst is CN(C=O)C. The product is [Cl:1][C:2]1[CH:10]=[CH:9][CH:8]=[C:7]2[C:3]=1[C:4]([C:15]([NH:43][CH2:44][C:45]1([OH:53])[CH2:46][CH2:47][C:48]([F:52])([F:51])[CH2:49][CH2:50]1)=[O:17])=[CH:5][N:6]2[CH:11]1[CH2:12][O:13][CH2:14]1. The yield is 0.540. (2) The reactants are [CH3:1][O:2][C:3](=[O:19])[C:4]1[C:9]([Cl:10])=[CH:8][C:7]([NH:11][CH:12]([NH:15][C:16]#[N:17])SC)=[CH:6][C:5]=1[Cl:18].[NH2:20][NH2:21]. The catalyst is CCO. The product is [CH3:1][O:2][C:3](=[O:19])[C:4]1[C:5]([Cl:18])=[CH:6][C:7]([NH:11][C:12]2[N:15]=[C:16]([NH2:17])[NH:21][N:20]=2)=[CH:8][C:9]=1[Cl:10]. The yield is 0.900.